Dataset: Reaction yield outcomes from USPTO patents with 853,638 reactions. Task: Predict the reaction yield, written as a fraction of the theoretical maximum amount of product (1.0 means a 100% yield; for example, 0.34 means a 34% yield). (1) The reactants are [Br:1][C:2]1[CH:14]=[CH:13][C:5]([O:6][CH:7]2[CH2:12][CH2:11][NH:10][CH2:9][CH2:8]2)=[C:4]([O:15][CH3:16])[CH:3]=1.[BH-](O[C:27]([CH3:29])=[O:28])(OC(C)=O)OC(C)=O.[Na+].Cl[CH2:32]CCl. The catalyst is C(O)(=O)C. The product is [Br:1][C:2]1[CH:14]=[CH:13][C:5]([O:6][CH:7]2[CH2:12][CH2:11][N:10]([CH:29]3[CH2:27][O:28][CH2:32]3)[CH2:9][CH2:8]2)=[C:4]([O:15][CH3:16])[CH:3]=1. The yield is 0.670. (2) The reactants are Cl[C:2]1[C:3]2[C@H:10]([CH3:11])[CH2:9][CH2:8][C:4]=2[N:5]=[CH:6][N:7]=1.[Cl:12][C:13]1[CH:38]=[CH:37][C:16]([CH2:17][N:18]([CH2:27][CH2:28][NH:29][C:30](=[O:36])[O:31][C:32]([CH3:35])([CH3:34])[CH3:33])[C:19]([N:21]2[CH2:26][CH2:25][NH:24][CH2:23][CH2:22]2)=[O:20])=[CH:15][CH:14]=1.CCN(C(C)C)C(C)C. The catalyst is C(#N)C.O. The product is [Cl:12][C:13]1[CH:14]=[CH:15][C:16]([CH2:17][N:18]([CH2:27][CH2:28][NH:29][C:30](=[O:36])[O:31][C:32]([CH3:33])([CH3:34])[CH3:35])[C:19]([N:21]2[CH2:22][CH2:23][N:24]([C:2]3[C:3]4[C@H:10]([CH3:11])[CH2:9][CH2:8][C:4]=4[N:5]=[CH:6][N:7]=3)[CH2:25][CH2:26]2)=[O:20])=[CH:37][CH:38]=1. The yield is 0.300. (3) The reactants are Cl[C:2]1[N:7]=[C:6]([NH:8][CH2:9][CH2:10][CH3:11])[N:5]=[C:4]([NH:12][CH2:13][CH2:14][CH3:15])[N:3]=1.Cl.[CH:17]1([CH2:20][O:21][NH:22][CH3:23])[CH2:19][CH2:18]1. No catalyst specified. The product is [CH2:13]([NH:12][C:4]1[N:5]=[C:6]([NH:8][CH2:9][CH2:10][CH3:11])[N:7]=[C:2]([N:22]([CH3:23])[O:21][CH2:20][CH:17]2[CH2:19][CH2:18]2)[N:3]=1)[CH2:14][CH3:15]. The yield is 0.990. (4) The reactants are [C:1]([C:3]1[CH:4]=[C:5]2[C:9](=[CH:10][CH:11]=1)[N:8]([CH:12]1[CH2:17][CH2:16][CH2:15][CH2:14][O:13]1)[N:7]=[C:6]2[C:18]1[CH:19]=[C:20]2[C:25](=[CH:26][CH:27]=1)[CH:24]=[C:23]([C:28]([OH:30])=O)[CH:22]=[CH:21]2)#[N:2].C1C=CC2N(O)N=[N:37]C=2C=1.CCN=C=NCCCN(C)C.[Cl-].[NH4+].C(N1CCOCC1)C. The catalyst is CN(C=O)C.O. The product is [C:1]([C:3]1[CH:4]=[C:5]2[C:9](=[CH:10][CH:11]=1)[N:8]([CH:12]1[CH2:17][CH2:16][CH2:15][CH2:14][O:13]1)[N:7]=[C:6]2[C:18]1[CH:19]=[C:20]2[C:25](=[CH:26][CH:27]=1)[CH:24]=[C:23]([C:28]([NH2:37])=[O:30])[CH:22]=[CH:21]2)#[N:2]. The yield is 0.620. (5) The reactants are Cl[CH2:2][C:3]1[N:4]=[C:5]([C:9]2[CH:18]=[CH:17][C:12]([C:13]([O:15][CH3:16])=[O:14])=[CH:11][CH:10]=2)[O:6][C:7]=1[CH3:8].[CH:19]1[C:24]([OH:25])=[CH:23][CH:22]=[C:21]([CH3:26])[CH:20]=1.C([O-])([O-])=O.[Cs+].[Cs+]. The catalyst is CN(C)C=O.O. The product is [CH3:8][C:7]1[O:6][C:5]([C:9]2[CH:18]=[CH:17][C:12]([C:13]([O:15][CH3:16])=[O:14])=[CH:11][CH:10]=2)=[N:4][C:3]=1[CH2:2][O:25][C:24]1[CH:19]=[CH:20][C:21]([CH3:26])=[CH:22][CH:23]=1. The yield is 0.940. (6) The reactants are [CH3:1][C:2]1[C:3]([Sn](CCCC)(CCCC)CCCC)=[N:4][CH:5]=[CH:6][CH:7]=1.Br[C:22]1[N:26]([S:27]([C:30]2[CH:31]=[N:32][CH:33]=[CH:34][CH:35]=2)(=[O:29])=[O:28])[CH:25]=[C:24]([CH2:36][N:37]([CH3:45])[C:38](=[O:44])[O:39][C:40]([CH3:43])([CH3:42])[CH3:41])[CH:23]=1. The catalyst is C1(C)C=CC=CC=1.C1C=CC([P]([Pd]([P](C2C=CC=CC=2)(C2C=CC=CC=2)C2C=CC=CC=2)([P](C2C=CC=CC=2)(C2C=CC=CC=2)C2C=CC=CC=2)[P](C2C=CC=CC=2)(C2C=CC=CC=2)C2C=CC=CC=2)(C2C=CC=CC=2)C2C=CC=CC=2)=CC=1. The product is [CH3:45][N:37]([CH2:36][C:24]1[CH:23]=[C:22]([C:3]2[C:2]([CH3:1])=[CH:7][CH:6]=[CH:5][N:4]=2)[N:26]([S:27]([C:30]2[CH:31]=[N:32][CH:33]=[CH:34][CH:35]=2)(=[O:29])=[O:28])[CH:25]=1)[C:38](=[O:44])[O:39][C:40]([CH3:43])([CH3:41])[CH3:42]. The yield is 0.220. (7) The reactants are [CH2:1]([O:8][C:9]([C:11]1[CH:16]=[CH:15][C:14](B(O)O)=[CH:13][CH:12]=1)=[O:10])[C:2]1[CH:7]=[CH:6][CH:5]=[CH:4][CH:3]=1.P([O-])([O-])([O-])=O.[K+].[K+].[K+].Br[C:29]1[C:30]([CH3:60])=[C:31]([C:38]([C:40]2[CH:49]=[C:48]3[C:43]([C:44](=[O:59])[N:45]([CH2:51][C:52]([O:54][C:55]([CH3:58])([CH3:57])[CH3:56])=[O:53])[C:46](=[O:50])[NH:47]3)=[CH:42][CH:41]=2)=[O:39])[N:32]2[C:37]=1[CH:36]=[CH:35][CH:34]=[CH:33]2.OS([O-])(=O)=O.[K+]. The catalyst is CN(C=O)C.C1C=CC(P(C2C=CC=CC=2)[C-]2C=CC=C2)=CC=1.C1C=CC(P(C2C=CC=CC=2)[C-]2C=CC=C2)=CC=1.Cl[Pd]Cl.[Fe+2]. The product is [C:55]([O:54][C:52](=[O:53])[CH2:51][N:45]1[C:44](=[O:59])[C:43]2[C:48](=[CH:49][C:40]([C:38]([C:31]3[N:32]4[C:37]([CH:36]=[CH:35][CH:34]=[CH:33]4)=[C:29]([C:14]4[CH:15]=[CH:16][C:11]([C:9]([O:8][CH2:1][C:2]5[CH:7]=[CH:6][CH:5]=[CH:4][CH:3]=5)=[O:10])=[CH:12][CH:13]=4)[C:30]=3[CH3:60])=[O:39])=[CH:41][CH:42]=2)[NH:47][C:46]1=[O:50])([CH3:58])([CH3:56])[CH3:57]. The yield is 0.920. (8) The product is [Br:8][C:5]1[N:4]=[C:3]([C:9]2[S:21][C:18]([C:12]3[CH:17]=[CH:16][CH:15]=[CH:14][CH:13]=3)=[N:19][N:20]=2)[C:2]([NH2:1])=[N:7][CH:6]=1. The catalyst is C(#N)C. The yield is 0.430. The reactants are [NH2:1][C:2]1[C:3]([C:9](O)=O)=[N:4][C:5]([Br:8])=[CH:6][N:7]=1.[C:12]1([C:18](=[S:21])[NH:19][NH2:20])[CH:17]=[CH:16][CH:15]=[CH:14][CH:13]=1.BrP(Br)(C1C=CC=CC=1)(C1C=CC=CC=1)C1C=CC=CC=1.CCN(C(C)C)C(C)C.